From a dataset of Catalyst prediction with 721,799 reactions and 888 catalyst types from USPTO. Predict which catalyst facilitates the given reaction. Reactant: [CH:1]1([CH2:7][C@@H:8]([NH:11][C:12](=[O:18])[O:13][C:14]([CH3:17])([CH3:16])[CH3:15])[CH2:9][OH:10])[CH2:6][CH2:5][CH2:4][CH2:3][CH2:2]1.C(N(CC)CC)C.O.OS([O-])(=O)=O.[K+]. Product: [CH:1]1([CH2:7][C@@H:8]([NH:11][C:12](=[O:18])[O:13][C:14]([CH3:16])([CH3:15])[CH3:17])[CH:9]=[O:10])[CH2:2][CH2:3][CH2:4][CH2:5][CH2:6]1. The catalyst class is: 16.